From a dataset of Catalyst prediction with 721,799 reactions and 888 catalyst types from USPTO. Predict which catalyst facilitates the given reaction. (1) Reactant: [Cl:1][C:2]1[CH:24]=[C:23]([CH3:25])[C:5]([O:6][C:7]2[N:15]=[C:14]([CH3:16])[CH:13]=[C:12]([NH:17][CH:18]([CH2:21][OH:22])[CH2:19][CH3:20])[C:8]=2[C:9]([NH2:11])=[O:10])=[C:4]([CH3:26])[CH:3]=1.CC(OI1(OC(C)=O)(OC(C)=O)OC(=O)C2C=CC=CC1=2)=O. Product: [Cl:1][C:2]1[CH:3]=[C:4]([CH3:26])[C:5]([O:6][C:7]2[N:15]=[C:14]([CH3:16])[CH:13]=[C:12]([NH:17][CH:18]([CH:21]=[O:22])[CH2:19][CH3:20])[C:8]=2[C:9]([NH2:11])=[O:10])=[C:23]([CH3:25])[CH:24]=1. The catalyst class is: 583. (2) Reactant: [CH3:1][O:2][C:3]1[CH:4]=[C:5]2[C:10](=[CH:11][C:12]=1[O:13][CH3:14])[N:9]=[CH:8][C:7]([C:15]#[N:16])=[C:6]2[CH3:17].C(OC([NH:25][C:26]1[CH:27]=[C:28]([O:32][C:33]2[CH:34]=[N:35][CH:36]=[C:37]([CH:42]=2)[C:38](OC)=O)[CH:29]=[N:30][CH:31]=1)=O)(C)(C)C.C[Si]([N-:47][Si](C)(C)C)(C)C.[Li+].C([O-])(=O)C.[NH4+]. Product: [NH2:25][C:26]1[CH:27]=[C:28]([O:32][C:33]2[CH:42]=[C:37]([C:38]3[CH:17]=[C:6]4[C:7](=[C:15]([NH2:47])[N:16]=3)[CH:8]=[N:9][C:10]3[CH:11]=[C:12]([O:13][CH3:14])[C:3]([O:2][CH3:1])=[CH:4][C:5]4=3)[CH:36]=[N:35][CH:34]=2)[CH:29]=[N:30][CH:31]=1. The catalyst class is: 506.